The task is: Predict which catalyst facilitates the given reaction.. This data is from Catalyst prediction with 721,799 reactions and 888 catalyst types from USPTO. (1) Reactant: Cl.[Cl:2][C:3]1[C:4]([F:11])=[C:5]([NH:9][NH2:10])[CH:6]=[CH:7][CH:8]=1.[C:12](/[C:14](=[CH:20]\OCC)/[C:15]([O:17][CH2:18][CH3:19])=[O:16])#[N:13].C([O-])(=O)C.[Na+].CC(O)=O. Product: [NH2:13][C:12]1[N:9]([C:5]2[CH:6]=[CH:7][CH:8]=[C:3]([Cl:2])[C:4]=2[F:11])[N:10]=[CH:20][C:14]=1[C:15]([O:17][CH2:18][CH3:19])=[O:16]. The catalyst class is: 6. (2) Reactant: CC1C=CC(S(O[C:12]2[CH2:16][CH:15]([C:17](=[O:34])[NH:18][C:19]3[CH:24]=[CH:23][C:22]([Cl:25])=[CH:21][C:20]=3[C:26](=[O:33])[NH:27][CH:28]([CH:30]3[CH2:32][CH2:31]3)[CH3:29])[N:14]([C:35]3[C:40]([Cl:41])=[CH:39][CH:38]=[CH:37][N:36]=3)[N:13]=2)(=O)=O)=CC=1.[BrH:42].C(OCC)(=O)C.[OH-].[Na+]. Product: [Cl:25][C:22]1[CH:23]=[CH:24][C:19]([NH:18][C:17]([CH:15]2[N:14]([C:35]3[C:40]([Cl:41])=[CH:39][CH:38]=[CH:37][N:36]=3)[N:13]=[C:12]([Br:42])[CH2:16]2)=[O:34])=[C:20]([C:26](=[O:33])[NH:27][CH:28]([CH:30]2[CH2:32][CH2:31]2)[CH3:29])[CH:21]=1. The catalyst class is: 86. (3) Reactant: [C:1](OCC)(=[O:7])[C:2](OCC)=[O:3].[CH3:11][O:12][C:13]1[CH:18]=[CH:17][C:16]([N:19]([CH2:26][C:27]([O:29][CH2:30][CH3:31])=[O:28])[CH2:20][C:21]([O:23][CH2:24][CH3:25])=[O:22])=[CH:15][CH:14]=1.CC[O-].[Na+].C(O)(=O)C. Product: [OH:3][C:2]1[C:1]([OH:7])=[C:26]([C:27]([O:29][CH2:30][CH3:31])=[O:28])[N:19]([C:16]2[CH:17]=[CH:18][C:13]([O:12][CH3:11])=[CH:14][CH:15]=2)[C:20]=1[C:21]([O:23][CH2:24][CH3:25])=[O:22]. The catalyst class is: 6.